From a dataset of Forward reaction prediction with 1.9M reactions from USPTO patents (1976-2016). Predict the product of the given reaction. (1) Given the reactants Cl[C:2]1[C:11]2[C:6](=[CH:7][C:8]([F:12])=[CH:9][CH:10]=2)[N:5]=[C:4]([C:13]2[O:14][C:15]([N+:18]([O-:20])=[O:19])=[CH:16][CH:17]=2)[N:3]=1.[NH2:21][C:22]1[CH:23]=[N:24][CH:25]=[CH:26][CH:27]=1.O, predict the reaction product. The product is: [F:12][C:8]1[CH:7]=[C:6]2[C:11]([C:2]([NH:21][C:22]3[CH:23]=[N:24][CH:25]=[CH:26][CH:27]=3)=[N:3][C:4]([C:13]3[O:14][C:15]([N+:18]([O-:20])=[O:19])=[CH:16][CH:17]=3)=[N:5]2)=[CH:10][CH:9]=1. (2) Given the reactants COC[O:4][C:5]1[CH:14]=[C:13]2[C:8]([CH:9]=[C:10]([CH:17]=[O:18])[C:11]([CH3:16])([CH3:15])[O:12]2)=[CH:7][CH:6]=1.[C@]12(CS(O)(=O)=O)C(C)(C)C(CC1)CC2=O, predict the reaction product. The product is: [OH:4][C:5]1[CH:14]=[C:13]2[C:8]([CH:9]=[C:10]([CH:17]=[O:18])[C:11]([CH3:15])([CH3:16])[O:12]2)=[CH:7][CH:6]=1.